Dataset: Reaction yield outcomes from USPTO patents with 853,638 reactions. Task: Predict the reaction yield, written as a fraction of the theoretical maximum amount of product (1.0 means a 100% yield; for example, 0.34 means a 34% yield). The reactants are [C@H:1]1([NH2:8])[CH2:6][CH2:5][C@H:4]([NH2:7])[CH2:3][CH2:2]1.[C:9](O[C:9]([O:11][C:12]([CH3:15])([CH3:14])[CH3:13])=[O:10])([O:11][C:12]([CH3:15])([CH3:14])[CH3:13])=[O:10]. The catalyst is C(Cl)(Cl)Cl. The product is [C:12]([O:11][C:9]([NH:7][C@H:4]1[CH2:5][CH2:6][C@H:1]([NH2:8])[CH2:2][CH2:3]1)=[O:10])([CH3:15])([CH3:14])[CH3:13]. The yield is 0.710.